This data is from Reaction yield outcomes from USPTO patents with 853,638 reactions. The task is: Predict the reaction yield, written as a fraction of the theoretical maximum amount of product (1.0 means a 100% yield; for example, 0.34 means a 34% yield). The reactants are Cl[CH2:2][CH:3]([C:5]1[CH:10]=[CH:9][CH:8]=[CH:7][CH:6]=1)[OH:4].[OH-].[Na+]. The catalyst is ClCCl. The product is [CH2:2]1[O:4][CH:3]1[C:5]1[CH:10]=[CH:9][CH:8]=[CH:7][CH:6]=1. The yield is 0.959.